Dataset: Forward reaction prediction with 1.9M reactions from USPTO patents (1976-2016). Task: Predict the product of the given reaction. (1) Given the reactants [CH:1](=O)[C:2]1[CH:7]=[CH:6][CH:5]=[C:4]([O:8][CH3:9])[CH:3]=1.[CH2:11]([O:13][CH:14]([O:17][CH2:18][CH3:19])[CH2:15][NH2:16])[CH3:12].O, predict the reaction product. The product is: [CH2:11]([O:13][CH:14]([O:17][CH2:18][CH3:19])[CH2:15]/[N:16]=[CH:1]/[C:2]1[CH:7]=[CH:6][CH:5]=[C:4]([O:8][CH3:9])[CH:3]=1)[CH3:12]. (2) Given the reactants [Br:1][C:2]1[CH:7]=[CH:6][C:5]([C:8](=[N:22][O:23][CH2:24][CH3:25])[CH:9]2[CH2:14][CH2:13][N:12]([C:15]3([CH3:21])[CH2:20][CH2:19][NH:18][CH2:17][CH2:16]3)[CH2:11][CH2:10]2)=[CH:4][CH:3]=1.[NH:26]1[C:34]2[C:29](=[CH:30][CH:31]=[CH:32][CH:33]=2)[C:28]([C:35](O)=[O:36])=[CH:27]1.CCN(CC)CC.CN(C(ON1N=NC2C=CC=NC1=2)=[N+](C)C)C.F[P-](F)(F)(F)(F)F, predict the reaction product. The product is: [Br:1][C:2]1[CH:7]=[CH:6][C:5]([C:8](=[N:22][O:23][CH2:24][CH3:25])[CH:9]2[CH2:10][CH2:11][N:12]([C:15]3([CH3:21])[CH2:20][CH2:19][N:18]([C:35]([C:28]4[C:29]5[C:34](=[CH:33][CH:32]=[CH:31][CH:30]=5)[NH:26][CH:27]=4)=[O:36])[CH2:17][CH2:16]3)[CH2:13][CH2:14]2)=[CH:4][CH:3]=1. (3) Given the reactants [NH2:1][C@H:2]([C:8]([OH:10])=[O:9])[CH2:3][CH2:4][C:5](=[O:7])[NH2:6].[CH2:11](N)[CH3:12].B(O)(O)O, predict the reaction product. The product is: [NH2:1][C@H:2]([C:8]([OH:10])=[O:9])[CH2:3][CH2:4][C:5]([NH:6][CH2:11][CH3:12])=[O:7]. (4) Given the reactants C(Cl)CCl.C1C=CC2N([OH:14])N=NC=2C=1.FC(F)(F)/C=C/[C:19](O)=[O:20].[C:24]([OH:30])([C:26]([F:29])([F:28])[F:27])=[O:25].CCN(C(C)C)C(C)C, predict the reaction product. The product is: [OH2:14].[CH3:19][OH:20].[C:24]([OH:30])([C:26]([F:29])([F:28])[F:27])=[O:25]. (5) Given the reactants [Cl:1][C:2]1[CH:3]=[C:4]([C:9]2([C:22]([F:25])([F:24])[F:23])[O:13][N:12]=[C:11]([C:14]3[CH:15]=[CH:16][C:17]([CH3:21])=[C:18]([CH:20]=3)[NH2:19])[CH2:10]2)[CH:5]=[C:6]([Cl:8])[CH:7]=1.[C:26]([C:28]1[CH:29]=[C:30]([CH:34]=[CH:35][CH:36]=1)[C:31](O)=[O:32])#[N:27].Cl.C(N(CC)CCCN=C=NCC)C.C(=O)([O-])O.[Na+], predict the reaction product. The product is: [Cl:1][C:2]1[CH:3]=[C:4]([C:9]2([C:22]([F:23])([F:25])[F:24])[O:13][N:12]=[C:11]([C:14]3[CH:15]=[CH:16][C:17]([CH3:21])=[C:18]([NH:19][C:31](=[O:32])[C:30]4[CH:34]=[CH:35][CH:36]=[C:28]([C:26]#[N:27])[CH:29]=4)[CH:20]=3)[CH2:10]2)[CH:5]=[C:6]([Cl:8])[CH:7]=1. (6) Given the reactants [Cl:1][C:2]1[CH:7]=[CH:6][C:5]([C:8]2([OH:28])[CH2:13][CH2:12][N:11]([CH2:14][CH2:15][C:16]3[C:17]([C:21]4[CH:26]=[CH:25][C:24]([F:27])=[CH:23][CH:22]=4)=[N:18][NH:19][CH:20]=3)[CH2:10][CH2:9]2)=[CH:4][CH:3]=1.O.[ClH:30].Cl.Cl.[F-].[K+].[K+].[Br-], predict the reaction product. The product is: [OH2:28].[ClH:1].[ClH:30].[Cl:1][C:2]1[CH:7]=[CH:6][C:5]([C:8]2([OH:28])[CH2:9][CH2:10][N:11]([CH2:14][CH2:15][C:16]3[C:17]([C:21]4[CH:22]=[CH:23][C:24]([F:27])=[CH:25][CH:26]=4)=[N:18][NH:19][CH:20]=3)[CH2:12][CH2:13]2)=[CH:4][CH:3]=1. (7) The product is: [F:1][C:2]1[C:3]([C:24]2[CH:29]=[CH:28][N:27]=[C:26]([C:30]([F:33])([F:31])[F:32])[CH:25]=2)=[N:4][CH:5]=[C:6]([CH2:8][NH:9][C:10]([C:11]2[N:12]=[CH:13][C:14]([N:17]3[CH2:22][CH2:21][N:20]([C:44]([O:46][CH3:47])=[O:45])[CH2:19][CH2:18]3)=[CH:15][CH:16]=2)=[O:23])[CH:7]=1. Given the reactants [F:1][C:2]1[C:3]([C:24]2[CH:29]=[CH:28][N:27]=[C:26]([C:30]([F:33])([F:32])[F:31])[CH:25]=2)=[N:4][CH:5]=[C:6]([CH2:8][NH:9][C:10](=[O:23])[C:11]2[CH:16]=[CH:15][C:14]([N:17]3[CH2:22][CH2:21][NH:20][CH2:19][CH2:18]3)=[CH:13][N:12]=2)[CH:7]=1.CCN(C(C)C)C(C)C.Cl[C:44]([O:46][CH3:47])=[O:45], predict the reaction product.